From a dataset of Peptide-MHC class II binding affinity with 134,281 pairs from IEDB. Regression. Given a peptide amino acid sequence and an MHC pseudo amino acid sequence, predict their binding affinity value. This is MHC class II binding data. The peptide sequence is IKEKGKDKWIELKES. The MHC is DRB1_0901 with pseudo-sequence DRB1_0901. The binding affinity (normalized) is 0.